From a dataset of Forward reaction prediction with 1.9M reactions from USPTO patents (1976-2016). Predict the product of the given reaction. (1) Given the reactants [F:1][C:2]([F:6])([F:5])[CH2:3][NH2:4].[CH3:7][S:8][C:9]1[N:14]=[C:13](SC)[C:12]2=[N:17][CH:18]=[C:19]([C:20]#[N:21])[N:11]2[N:10]=1, predict the reaction product. The product is: [CH3:7][S:8][C:9]1[N:14]=[C:13]([NH:4][CH2:3][C:2]([F:6])([F:5])[F:1])[C:12]2=[N:17][CH:18]=[C:19]([C:20]#[N:21])[N:11]2[N:10]=1. (2) Given the reactants [Cl:1][C:2]1[N:7]=[C:6](Cl)[C:5]([F:9])=[CH:4][N:3]=1.Cl.[C:11]([NH:15][NH2:16])([CH3:14])([CH3:13])[CH3:12].C(N(CC)CC)C, predict the reaction product. The product is: [C:11]([NH:15][NH:16][C:6]1[C:5]([F:9])=[CH:4][N:3]=[C:2]([Cl:1])[N:7]=1)([CH3:14])([CH3:13])[CH3:12]. (3) Given the reactants [CH2:1]([N:8]1[C:16]2[CH:15]=[CH:14]N[C:12](=[O:17])[C:11]=2[CH:10]=[C:9]1[CH3:18])[C:2]1[CH:7]=[CH:6][CH:5]=[CH:4][CH:3]=1.[H-].[Na+].[CH2:21](Br)[CH:22]=[CH2:23].[CH3:25]N(C)C=O, predict the reaction product. The product is: [CH2:21]([O:17][C:12]1[CH:25]=[CH:14][CH:15]=[C:16]2[C:11]=1[CH:10]=[C:9]([CH3:18])[N:8]2[CH2:1][C:2]1[CH:7]=[CH:6][CH:5]=[CH:4][CH:3]=1)[CH:22]=[CH2:23].